This data is from NCI-60 drug combinations with 297,098 pairs across 59 cell lines. The task is: Regression. Given two drug SMILES strings and cell line genomic features, predict the synergy score measuring deviation from expected non-interaction effect. (1) Drug 1: C1=C(C(=O)NC(=O)N1)N(CCCl)CCCl. Drug 2: CC1C(C(CC(O1)OC2CC(CC3=C2C(=C4C(=C3O)C(=O)C5=C(C4=O)C(=CC=C5)OC)O)(C(=O)CO)O)N)O.Cl. Cell line: HOP-62. Synergy scores: CSS=50.2, Synergy_ZIP=-4.66, Synergy_Bliss=-6.87, Synergy_Loewe=-4.29, Synergy_HSA=-0.811. (2) Synergy scores: CSS=1.50, Synergy_ZIP=0.0761, Synergy_Bliss=2.57, Synergy_Loewe=-2.43, Synergy_HSA=-1.91. Drug 1: C1CCC(CC1)NC(=O)N(CCCl)N=O. Drug 2: CC1=C(C=C(C=C1)C(=O)NC2=CC(=CC(=C2)C(F)(F)F)N3C=C(N=C3)C)NC4=NC=CC(=N4)C5=CN=CC=C5. Cell line: A498. (3) Drug 1: CNC(=O)C1=NC=CC(=C1)OC2=CC=C(C=C2)NC(=O)NC3=CC(=C(C=C3)Cl)C(F)(F)F. Drug 2: C1=NC2=C(N1)C(=S)N=CN2. Cell line: OVCAR3. Synergy scores: CSS=53.0, Synergy_ZIP=4.40, Synergy_Bliss=-1.05, Synergy_Loewe=-36.1, Synergy_HSA=2.23.